Dataset: PAMPA permeability data for FDA-approved drugs from NCATS. Task: Regression/Classification. Given a drug SMILES string, predict its absorption, distribution, metabolism, or excretion properties. Task type varies by dataset: regression for continuous measurements (e.g., permeability, clearance, half-life) or binary classification for categorical outcomes (e.g., BBB penetration, CYP inhibition). Dataset: approved_pampa_ncats. (1) The molecule is CCCCCCCCCCCCCCCCCCNC(=O)OC1CCN(CC1)C(=O)OC[C@H](COC(=O)N(CC2=CC=CC=[N+]2CC)C(=O)C3=CC=CC=C3OC)OC. The result is 1 (high permeability). (2) The compound is C1=CC(=CC=C1N)S(=O)(=O)NC2=NC=CS2. The result is 1 (high permeability). (3) The compound is C[C@H]1[C@H](NC(=O)/C(=N/OC(C)(C)C(=O)O)c2csc(N)n2)C(=O)N1S(=O)(=O)O. The result is 1 (high permeability). (4) The drug is C1CCN(CC1)C2=NC(=NC3=C2N=C(N=C3N4CCCCC4)N(CCO)CCO)N(CCO)CCO. The result is 0 (low-to-moderate permeability). (5) The molecule is CNC(=O)c1ccc(N2C(=S)N(c3ccc(C#N)c(C(F)(F)F)c3)C(=O)C2(C)C)cc1F. The result is 0 (low-to-moderate permeability). (6) The compound is CC1=C(C2=C(N1C(=O)C3=CC=C(C=C3)Cl)C=CC(=C2)OC)CC(=O)OC/C=C(\C)/CC/C=C(\C)/CCC=C(C)C. The result is 1 (high permeability). (7) The molecule is CCN(C1=CC=CC=C1C)C(=O)C=CC. The result is 0 (low-to-moderate permeability). (8) The drug is C=C(NC(=O)C(=C)NC(=O)c1csc(C2=N[C@H]3c4csc(n4)[C@H]4NC(=O)c5csc(n5)[C@H]([C@@](C)(O)[C@@H](C)O)NC(=O)[C@H]5CSC(=N5)/C(=C\C)NC(=O)[C@H]([C@@H](C)O)NC(=O)c5csc(n5)[C@]3(CC2)NC(=O)[C@H](C)NC(=O)C(=C)NC(=O)[C@H](C)NC(=O)[C@H](C(C)CC)N[C@@H]2C=Cc3c([C@H](C)O)cc(nc3[C@H]2O)C(=O)O[C@@H]4C)n1)C(N)=O. The result is 1 (high permeability).